From a dataset of Full USPTO retrosynthesis dataset with 1.9M reactions from patents (1976-2016). Predict the reactants needed to synthesize the given product. (1) Given the product [Cl:1][C:2]1[C:20]([C:21]([F:24])([F:23])[F:22])=[CH:19][CH:18]=[CH:17][C:3]=1[CH2:4][N:5]1[CH:10]([CH:11]2[CH2:13][CH2:12]2)[CH2:9][N:8]2[C:31]([C:26]3[CH:27]=[N:28][CH:29]=[CH:30][N:25]=3)=[N:33][N:34]=[C:7]2[C:6]1=[O:16], predict the reactants needed to synthesize it. The reactants are: [Cl:1][C:2]1[C:20]([C:21]([F:24])([F:23])[F:22])=[CH:19][CH:18]=[CH:17][C:3]=1[CH2:4][N:5]1[CH:10]([CH:11]2[CH2:13][CH2:12]2)[CH2:9][N:8]=[C:7](OC)[C:6]1=[O:16].[N:25]1[CH:30]=[CH:29][N:28]=[CH:27][C:26]=1[C:31]([NH:33][NH2:34])=O. (2) Given the product [F:23][C:24]1[CH:25]=[CH:26][C:27]([CH2:28][CH2:29][N:30]2[CH2:35][CH2:34][N:33]([C:2]3[CH:3]=[CH:4][C:5]4[C:6]5[CH2:15][N:14]([C:16]([O:18][C:19]([CH3:22])([CH3:21])[CH3:20])=[O:17])[CH2:13][CH2:12][C:7]=5[N:8]([CH3:11])[C:9]=4[CH:10]=3)[C:32](=[O:36])[CH2:31]2)=[CH:37][CH:38]=1, predict the reactants needed to synthesize it. The reactants are: Br[C:2]1[CH:3]=[CH:4][C:5]2[C:6]3[CH2:15][N:14]([C:16]([O:18][C:19]([CH3:22])([CH3:21])[CH3:20])=[O:17])[CH2:13][CH2:12][C:7]=3[N:8]([CH3:11])[C:9]=2[CH:10]=1.[F:23][C:24]1[CH:38]=[CH:37][C:27]([CH2:28][CH2:29][N:30]2[CH2:35][CH2:34][NH:33][C:32](=[O:36])[CH2:31]2)=[CH:26][CH:25]=1. (3) Given the product [CH3:1][C:3]1[CH:4]=[CH:5][C:6]([CH2:7][CH:8]2[CH2:9][CH2:10][N:11]([C:14]([O:16][C:17]([CH3:18])([CH3:20])[CH3:19])=[O:15])[CH2:12][CH2:13]2)=[CH:21][CH:22]=1, predict the reactants needed to synthesize it. The reactants are: [C:1]([C:3]1[CH:22]=[CH:21][C:6]([CH:7]=[C:8]2[CH2:13][CH2:12][N:11]([C:14]([O:16][C:17]([CH3:20])([CH3:19])[CH3:18])=[O:15])[CH2:10][CH2:9]2)=[CH:5][CH:4]=1)#N. (4) Given the product [C:17]1([NH:6][C@@H:5]([CH3:7])[C:4]([O:3][CH3:2])=[O:8])[C:18]2[C:13](=[CH:12][CH:11]=[CH:10][CH:9]=2)[CH:14]=[CH:15][CH:16]=1, predict the reactants needed to synthesize it. The reactants are: Cl.[CH3:2][O:3][C:4](=[O:8])[C@H:5]([CH3:7])[NH2:6].[C:9]1(B(O)O)[C:18]2[C:13](=[CH:14][CH:15]=[CH:16][CH:17]=2)[CH:12]=[CH:11][CH:10]=1. (5) Given the product [F:46][CH:44]([F:45])[C:29]1[CH:30]=[C:31]([C:34]([OH:43])([C:35]([F:36])([F:37])[F:38])[C:39]([F:40])([F:41])[F:42])[CH:32]=[CH:33][C:28]=1[C:11]1[S:10][C:9]([C:12]2[O:16][C:15]([CH2:17][C:18]([CH3:24])([CH3:23])[C:19]([OH:21])=[O:20])=[N:14][N:13]=2)=[N:8][C:7]=1[CH2:6][C:5]1[CH:4]=[CH:3][C:2]([F:1])=[CH:26][CH:25]=1, predict the reactants needed to synthesize it. The reactants are: [F:1][C:2]1[CH:26]=[CH:25][C:5]([CH2:6][C:7]2[N:8]=[C:9]([C:12]3[O:16][C:15]([CH2:17][C:18]([CH3:24])([CH3:23])[C:19]([O:21]C)=[O:20])=[N:14][N:13]=3)[S:10][CH:11]=2)=[CH:4][CH:3]=1.Br[C:28]1[CH:33]=[CH:32][C:31]([C:34]([OH:43])([C:39]([F:42])([F:41])[F:40])[C:35]([F:38])([F:37])[F:36])=[CH:30][C:29]=1[CH:44]([F:46])[F:45].